Predict the reactants needed to synthesize the given product. From a dataset of Full USPTO retrosynthesis dataset with 1.9M reactions from patents (1976-2016). (1) Given the product [CH3:12][N:13]([CH3:15])/[CH:14]=[CH:2]/[C:1]([C:4]1[CH:9]=[CH:8][N:7]=[CH:6][CH:5]=1)=[O:3], predict the reactants needed to synthesize it. The reactants are: [C:1]([C:4]1[CH:9]=[CH:8][N:7]=[CH:6][CH:5]=1)(=[O:3])[CH3:2].CO[CH:12](OC)[N:13]([CH3:15])[CH3:14].C(OCC)C. (2) Given the product [C:1]1([CH2:7][CH2:8][N:9]2[C:10]3[N:20]=[CH:19][CH:18]=[CH:17][C:11]=3[C:12](=[O:13])[O:14][C:15]2=[O:29])[CH2:6][CH2:5][CH2:4][CH2:3][CH:2]=1, predict the reactants needed to synthesize it. The reactants are: [C:1]1([CH2:7][CH2:8][NH:9][C:10]2[N:20]=[CH:19][CH:18]=[CH:17][C:11]=2[C:12]([O:14][CH2:15]C)=[O:13])[CH2:6][CH2:5][CH2:4][CH2:3][CH:2]=1.C(C(CC)CNC1N=CC=CC=1C(OCC)=[O:29])C. (3) Given the product [Cl:1][C:2]1[CH:3]=[C:4]([S:9]([NH:12][CH2:13][C:14]2[N:15]=[CH:16][C:17]([C:24]([OH:26])=[O:25])=[N:18][C:19]=2[C:20]([F:21])([F:22])[F:23])(=[O:11])=[O:10])[CH:5]=[CH:6][C:7]=1[F:8], predict the reactants needed to synthesize it. The reactants are: [Cl:1][C:2]1[CH:3]=[C:4]([S:9]([NH:12][CH2:13][C:14]2[N:15]=[CH:16][C:17]([C:24]([O:26]C)=[O:25])=[N:18][C:19]=2[C:20]([F:23])([F:22])[F:21])(=[O:11])=[O:10])[CH:5]=[CH:6][C:7]=1[F:8].[OH-].C[Sn+](C)C. (4) Given the product [CH:11]1([C@H:10]2[CH2:7][NH:6]2)[CH2:16][CH2:15][CH2:14][CH2:13][CH2:12]1, predict the reactants needed to synthesize it. The reactants are: S(=O)(=O)(O)O.[NH2:6][C@@H:7]([CH2:10][CH:11]1[CH2:16][CH2:15][CH2:14][CH2:13][CH2:12]1)CO. (5) Given the product [F:1][C:2]1[CH:7]=[CH:6][C:5]([C:8]2[N:13]=[C:12]([NH:14][C:15]3[CH:16]=[N:17][C:18]([O:21][CH3:22])=[CH:19][CH:20]=3)[C:11]([C:23]3[N:28]=[C:27]([CH3:29])[N:26]=[C:25]([NH2:32])[N:24]=3)=[CH:10][N:9]=2)=[CH:4][CH:3]=1, predict the reactants needed to synthesize it. The reactants are: [F:1][C:2]1[CH:7]=[CH:6][C:5]([C:8]2[N:13]=[C:12]([NH:14][C:15]3[CH:16]=[N:17][C:18]([O:21][CH3:22])=[CH:19][CH:20]=3)[C:11]([C:23]3[N:28]=[C:27]([CH3:29])[N:26]=[C:25](SC)[N:24]=3)=[CH:10][N:9]=2)=[CH:4][CH:3]=1.[NH3:32]. (6) Given the product [CH:3]1([N:6]([CH2:18][C:17]#[CH:16])[C:7](=[O:15])[CH2:8][C:9]2[CH:14]=[CH:13][CH:12]=[CH:11][CH:10]=2)[CH2:4][CH2:5]1, predict the reactants needed to synthesize it. The reactants are: [H-].[Na+].[CH:3]1([NH:6][C:7](=[O:15])[CH2:8][C:9]2[CH:14]=[CH:13][CH:12]=[CH:11][CH:10]=2)[CH2:5][CH2:4]1.[CH2:16](Br)[C:17]#[CH:18].C1(C)C=CC=CC=1.